Dataset: TCR-epitope binding with 47,182 pairs between 192 epitopes and 23,139 TCRs. Task: Binary Classification. Given a T-cell receptor sequence (or CDR3 region) and an epitope sequence, predict whether binding occurs between them. (1) The epitope is ALSKGVHFV. The TCR CDR3 sequence is CASNLTPGLAGQETQYF. Result: 1 (the TCR binds to the epitope). (2) The epitope is NLVPMVATV. The TCR CDR3 sequence is CASSLEVSGDDEQFF. Result: 1 (the TCR binds to the epitope). (3) The epitope is FIAGLIAIV. The TCR CDR3 sequence is CASSPVMNTEAFF. Result: 0 (the TCR does not bind to the epitope). (4) Result: 1 (the TCR binds to the epitope). The TCR CDR3 sequence is CASRQGPYEQYF. The epitope is TPQDLNTML.